Dataset: Forward reaction prediction with 1.9M reactions from USPTO patents (1976-2016). Task: Predict the product of the given reaction. (1) Given the reactants Cl[CH2:2][CH2:3][CH2:4][CH2:5][CH2:6][CH2:7][C:8]#[C:9][CH2:10][CH2:11][CH2:12][CH3:13].[I-:14].[K+].[N:16]1[CH:21]=[CH:20][CH:19]=[CH:18][C:17]=1[CH3:22], predict the reaction product. The product is: [I-:14].[CH2:2]([N+:16]1[CH:21]=[CH:20][CH:19]=[CH:18][C:17]=1[CH3:22])[CH2:3][CH2:4][CH2:5][CH2:6][CH2:7][C:8]#[C:9][CH2:10][CH2:11][CH2:12][CH3:13]. (2) Given the reactants [C:1]([O:6][CH2:7][CH3:8])(=[O:5])[C:2]([CH3:4])=[O:3].N1C=CC=CC=1.[C:15](Cl)(=[O:23])[CH2:16][CH2:17][CH2:18][CH2:19][CH2:20][CH2:21][CH3:22].C(=O)([O-])O.[Na+], predict the reaction product. The product is: [C:15]([O:3][C:2](=[CH2:4])[C:1]([O:6][CH2:7][CH3:8])=[O:5])(=[O:23])[CH2:16][CH2:17][CH2:18][CH2:19][CH2:20][CH2:21][CH3:22].